This data is from Forward reaction prediction with 1.9M reactions from USPTO patents (1976-2016). The task is: Predict the product of the given reaction. (1) Given the reactants [Cl:1][C:2]1[CH:7]=[CH:6][C:5]([Cl:8])=[CH:4][C:3]=1[NH:9][C:10]1[N:15]=[C:14]([C:16]([F:19])([F:18])[F:17])[C:13]([C:20]([OH:22])=O)=[CH:12][N:11]=1.[CH:23]1([NH2:27])[CH2:26][CH2:25][CH2:24]1, predict the reaction product. The product is: [CH:23]1([NH:27][C:20]([C:13]2[C:14]([C:16]([F:19])([F:18])[F:17])=[N:15][C:10]([NH:9][C:3]3[CH:4]=[C:5]([Cl:8])[CH:6]=[CH:7][C:2]=3[Cl:1])=[N:11][CH:12]=2)=[O:22])[CH2:26][CH2:25][CH2:24]1. (2) Given the reactants Cl[C:2]1[CH:3]=[C:4]([NH:10][C:11]2[CH:16]=[CH:15][C:14](C3CCN(C)CC3)=C[N:12]=2)[C:5](=[O:9])[N:6]([CH3:8])[N:7]=1.[C:24]([C:28]1[CH:29]=[C:30]2[C:35](=[C:36](F)[CH:37]=1)[C:34](=[O:39])[N:33]([C:40]1[N:47]=[CH:46][CH:45]=[C:44](I)[C:41]=1[CH:42]=[O:43])[N:32]=[CH:31]2)([CH3:27])([CH3:26])[CH3:25], predict the reaction product. The product is: [C:24]([C:28]1[CH:29]=[C:30]2[C:35](=[CH:36][CH:37]=1)[C:34](=[O:39])[N:33]([C:40]1[C:41]([CH2:42][OH:43])=[C:44]([C:2]3[CH:3]=[C:4]([NH:10][C:11]4[CH:16]=[C:15]5[CH2:14][N:6]([CH3:8])[CH2:5][CH2:4][N:10]5[N:12]=4)[C:5](=[O:9])[N:6]([CH3:8])[N:7]=3)[CH:45]=[CH:46][N:47]=1)[N:32]=[CH:31]2)([CH3:27])([CH3:26])[CH3:25]. (3) Given the reactants [CH3:1][O:2][C:3](=[O:14])[C:4]1[CH:9]=[C:8]([N:10]([CH3:12])[CH3:11])[CH:7]=[CH:6][C:5]=1[Cl:13].Cl[CH2:16]Cl.C[O:19][S:20]([C:23]([F:26])([F:25])[F:24])(=[O:22])=[O:21], predict the reaction product. The product is: [F:24][C:23]([F:26])([F:25])[S:20]([O-:22])(=[O:21])=[O:19].[Cl:13][C:5]1[CH:6]=[CH:7][C:8]([N+:10]([CH3:16])([CH3:11])[CH3:12])=[CH:9][C:4]=1[C:3]([O:2][CH3:1])=[O:14]. (4) Given the reactants [Si:1]([O:8][C@H:9]1[CH2:18][C:17]([CH3:20])([CH3:19])[CH2:16][C:15]2[N:14]=[C:13]([C:21]3([CH3:24])[CH2:23][CH2:22]3)[C:12]3[C@@H:25]([C:33]4[CH:38]=[CH:37][C:36]([C:39]([F:42])([F:41])[F:40])=[CH:35][CH:34]=4)[O:26][C:27]4([CH2:32][CH2:31][O:30][CH2:29][CH2:28]4)[C:11]=3[C:10]1=2)([C:4]([CH3:7])([CH3:6])[CH3:5])([CH3:3])[CH3:2], predict the reaction product. The product is: [C:21]([C:13]1[C:12]2[C@@H:25]([C:33]3[CH:34]=[CH:35][C:36]([C:39]([F:41])([F:40])[F:42])=[CH:37][CH:38]=3)[O:26][C:27]3([CH2:32][CH2:31][O:30][CH2:29][CH2:28]3)[C:11]=2[C:10]2[C@@H:9]([O:8][Si:1]([C:4]([CH3:7])([CH3:6])[CH3:5])([CH3:2])[CH3:3])[CH2:18][C:17]([CH3:20])([CH3:19])[CH2:16][C:15]=2[N:14]=1)([CH3:24])([CH3:22])[CH3:23]. (5) The product is: [CH3:1][C:2]1[O:6][C:5]([C:7]([NH:32][C:33]2[CH:34]=[C:35]([C:39]3[N:40]=[C:41]4[N:46]=[CH:45][C:44]([NH:47][C:48](=[O:53])[O:49][CH:50]([CH3:52])[CH3:51])=[CH:43][N:42]4[CH:54]=3)[CH:36]=[CH:37][CH:38]=2)=[O:9])=[N:4][N:3]=1. Given the reactants [CH3:1][C:2]1[O:6][C:5]([C:7]([OH:9])=O)=[N:4][N:3]=1.Cl.CN(C)CCCN=C=NCC.C1C=NC2N(O)N=NC=2C=1.[NH2:32][C:33]1[CH:34]=[C:35]([C:39]2[N:40]=[C:41]3[N:46]=[CH:45][C:44]([NH:47][C:48](=[O:53])[O:49][CH:50]([CH3:52])[CH3:51])=[CH:43][N:42]3[CH:54]=2)[CH:36]=[CH:37][CH:38]=1, predict the reaction product. (6) Given the reactants [CH:1]1([N:6]([C@H:20]2[CH2:25][CH2:24][C@H:23](OC)[CH2:22][CH2:21]2)[C:7](=[O:19])[NH:8][C:9]2[S:10][C:11](SCC(O)=O)=[CH:12][N:13]=2)[CH2:5][CH2:4][CH2:3][CH2:2]1.[CH:28]1(NC2CCCCC2)CCCCC1.C([O:43][C:44](=[O:55])[CH2:45][CH2:46][S:47][CH2:48]C1N=C(N)SC=1)C, predict the reaction product. The product is: [CH:1]1([N:6]([CH:20]2[CH2:25][CH2:24][CH2:23][CH2:22][CH2:21]2)[C:7](=[O:19])[NH:8][C:9]2[S:10][CH:11]=[C:12]([SH:47]([CH3:48])[CH2:46][CH2:45][C:44]([OH:55])=[O:43])[N:13]=2)[CH2:5][CH2:4][CH2:3][CH2:28][CH2:2]1. (7) The product is: [C:24]1([C:30]2[N:31]=[C:32]([N:35]3[CH2:40][CH2:39][N:38]([C:8]([NH:7][C:16]4[CH:17]=[N:18][CH:19]=[CH:20][CH:21]=4)=[O:10])[CH2:37][CH2:36]3)[S:33][CH:34]=2)[CH:25]=[CH:26][CH:27]=[CH:28][CH:29]=1. Given the reactants ClC(Cl)(Cl)COC([N:7]([C:16]1[CH:17]=[N:18][CH:19]=[CH:20][CH:21]=1)[C:8]([O:10]CC(Cl)(Cl)Cl)=O)=O.[C:24]1([C:30]2[N:31]=[C:32]([N:35]3[CH2:40][CH2:39][NH:38][CH2:37][CH2:36]3)[S:33][CH:34]=2)[CH:29]=[CH:28][CH:27]=[CH:26][CH:25]=1.C(N(C(C)C)CC)(C)C.O, predict the reaction product. (8) Given the reactants [Cl:1][Ti:2]([Cl:5])(Cl)Cl.[CH:6]([C:9]1[CH:14]=[CH:13][CH:12]=[C:11]([CH:15]([CH3:17])[CH3:16])[C:10]=1[OH:18])([CH3:8])[CH3:7], predict the reaction product. The product is: [CH:15]([C:11]1[CH:12]=[CH:13][CH:14]=[C:9]([CH:6]([CH3:8])[CH3:7])[C:10]=1[O:18][Ti:2]([O:18][C:10]1[C:11]([CH:15]([CH3:16])[CH3:17])=[CH:12][CH:13]=[CH:14][C:9]=1[CH:6]([CH3:8])[CH3:7])([Cl:5])[Cl:1])([CH3:17])[CH3:16].